Dataset: Full USPTO retrosynthesis dataset with 1.9M reactions from patents (1976-2016). Task: Predict the reactants needed to synthesize the given product. (1) Given the product [CH2:15]([N:11]1[CH:12]=[CH:13][N:14]=[C:10]1[CH:4]([NH2:1])[CH:5]([CH2:8][CH3:9])[CH2:6][CH3:7])[C:16]1[CH:17]=[CH:18][CH:19]=[CH:20][CH:21]=1, predict the reactants needed to synthesize it. The reactants are: [N:1]([CH:4]([C:10]1[N:11]([CH2:15][C:16]2[CH:21]=[CH:20][CH:19]=[CH:18][CH:17]=2)[CH:12]=[CH:13][N:14]=1)[CH:5]([CH2:8][CH3:9])[CH2:6][CH3:7])=[N+]=[N-]. (2) Given the product [C:11]([NH:10][C:7]1[N:8]=[CH:9][C:4]([B:27]([OH:28])[OH:26])=[C:5]([C:14]([F:17])([F:16])[F:15])[CH:6]=1)(=[O:13])[CH3:12], predict the reactants needed to synthesize it. The reactants are: [NH2-].[Li+].Br[C:4]1[C:5]([C:14]([F:17])([F:16])[F:15])=[CH:6][C:7]([NH:10][C:11](=[O:13])[CH3:12])=[N:8][CH:9]=1.[Li]CCCC.C([O:26][B:27](OC(C)C)[O:28]C(C)C)(C)C.Cl.C(OC(=O)C)(C)C.[OH-].[Na+]. (3) Given the product [NH2:1][C:8]1[CH:9]=[C:10]2[C:15]3=[C:16]([CH2:18][CH2:19][CH2:20][N:14]3[CH2:13][C@@H:12]3[CH2:21][N:22]([C:24]([O:26][C:27]([CH3:30])([CH3:29])[CH3:28])=[O:25])[CH2:23][C@H:11]23)[CH:17]=1, predict the reactants needed to synthesize it. The reactants are: [NH:1]([C:8]1[CH:9]=[C:10]2[C:15]3=[C:16]([CH2:18][CH2:19][CH2:20][N:14]3[CH2:13][C@@H:12]3[CH2:21][N:22]([C:24]([O:26][C:27]([CH3:30])([CH3:29])[CH3:28])=[O:25])[CH2:23][C@H:11]23)[CH:17]=1)C1C=CC=CC=1.FC(F)(F)C(O)=O. (4) Given the product [C:1]([O:5][C:6](=[O:35])[N:7]([C@@H:22]([C:24]1[C:33]2[C:28](=[CH:29][CH:30]=[CH:31][CH:32]=2)[C:27]([F:34])=[CH:26][CH:25]=1)[CH3:23])[CH2:8][CH2:9][CH2:10][C@H:11]1[CH2:20][C:19](=[O:21])[C:18]2[C:13](=[CH:14][CH:15]=[CH:16][CH:17]=2)[CH2:12]1)([CH3:2])([CH3:3])[CH3:4], predict the reactants needed to synthesize it. The reactants are: [C:1]([O:5][C:6](=[O:35])[N:7]([C@@H:22]([C:24]1[C:33]2[C:28](=[CH:29][CH:30]=[CH:31][CH:32]=2)[C:27]([F:34])=[CH:26][CH:25]=1)[CH3:23])[CH2:8][CH2:9][CH2:10][C@H:11]1[CH2:20][CH:19]([OH:21])[C:18]2[C:13](=[CH:14][CH:15]=[CH:16][CH:17]=2)[CH2:12]1)([CH3:4])([CH3:3])[CH3:2].C1C=C[NH+]=CC=1.[O-][Cr](Cl)(=O)=O. (5) Given the product [C:9]([O:10][CH2:13][CH:12]([O:4][C:1](=[O:3])[CH3:2])[CH2:11][C@@H:9]1[C@@H:8]([O:22][CH2:23][C:24]2[CH:29]=[CH:28][CH:27]=[CH:26][CH:25]=2)[CH:7]([OH:30])[C@@H:6]([C@@H:5]([O:4][C:1](=[O:3])[CH3:2])[C@@H:31]2[C:36](=[O:37])[CH2:35][CH2:34][CH:33]([CH2:38][CH:39]=[CH2:40])[O:32]2)[O:10]1)(=[O:41])[CH3:8], predict the reactants needed to synthesize it. The reactants are: [C:1]([O:4][C@@H:5]([C@@H:31]1[C:36](=[O:37])[CH:35]=[CH:34][CH:33]([CH2:38][CH:39]=[CH2:40])[O:32]1)[C@H:6]1[O:10][C@H:9]([CH2:11][CH:12](CC([O-])=O)[CH2:13]CC([O-])=O)[C@@H:8]([O:22][CH2:23][C:24]2[CH:29]=[CH:28][CH:27]=[CH:26][CH:25]=2)[CH:7]1[OH:30])(=[O:3])[CH3:2].[OH2:41]. (6) Given the product [F:64][C:58]1[CH:59]=[C:60]([F:63])[CH:61]=[CH:62][C:57]=1[NH:54][C:55](=[O:56])[NH:32][C:33]1[CH:34]=[CH:35][C:36]([C:39]2[S:43][C:42]([CH:44]3[CH2:45][CH2:46][CH:47]([C:50]([O:52][CH3:53])=[O:51])[CH2:48][CH2:49]3)=[N:41][CH:40]=2)=[CH:37][CH:38]=1, predict the reactants needed to synthesize it. The reactants are: FC(F)(F)C1C=C(NC(=O)NC2C=CC(C3SC(CCC(OC)=O)=NC=3)=CC=2)C=CC=1.[NH2:32][C:33]1[CH:38]=[CH:37][C:36]([C:39]2[S:43][C:42]([CH:44]3[CH2:49][CH2:48][CH:47]([C:50]([O:52][CH3:53])=[O:51])[CH2:46][CH2:45]3)=[N:41][CH:40]=2)=[CH:35][CH:34]=1.[N:54]([C:57]1[CH:62]=[CH:61][C:60]([F:63])=[CH:59][C:58]=1[F:64])=[C:55]=[O:56].